This data is from Reaction yield outcomes from USPTO patents with 853,638 reactions. The task is: Predict the reaction yield, written as a fraction of the theoretical maximum amount of product (1.0 means a 100% yield; for example, 0.34 means a 34% yield). (1) The reactants are CCN(C(C)C)C(C)C.Cl[C:11]1[CH:12]=[CH:13][C:14]2[N:15]([C:17]([C:20]([F:23])([F:22])[F:21])=[N:18][N:19]=2)[N:16]=1.[NH:24]1[CH2:29][CH2:28][CH:27]([C:30]2[CH:52]=[CH:51][C:33]([O:34][CH2:35][CH2:36][CH2:37][N:38]3[CH2:43][CH2:42][N:41]([C:44]([O:46][C:47]([CH3:50])([CH3:49])[CH3:48])=[O:45])[CH2:40][CH2:39]3)=[CH:32][CH:31]=2)[CH2:26][CH2:25]1. The catalyst is CN(C=O)C. The product is [F:21][C:20]([F:23])([F:22])[C:17]1[N:15]2[N:16]=[C:11]([N:24]3[CH2:29][CH2:28][CH:27]([C:30]4[CH:52]=[CH:51][C:33]([O:34][CH2:35][CH2:36][CH2:37][N:38]5[CH2:39][CH2:40][N:41]([C:44]([O:46][C:47]([CH3:48])([CH3:49])[CH3:50])=[O:45])[CH2:42][CH2:43]5)=[CH:32][CH:31]=4)[CH2:26][CH2:25]3)[CH:12]=[CH:13][C:14]2=[N:19][N:18]=1. The yield is 0.860. (2) The reactants are C(OC([N:8]([C:25]1[CH:30]=[CH:29][N:28]=[C:27](Cl)[N:26]=1)[C:9]1[CH:10]=[C:11]2[C:15](=[CH:16][CH:17]=1)[N:14](C(OC(C)(C)C)=O)[N:13]=[CH:12]2)=O)(C)(C)C.C([O-])([O-])=O.[Na+].[Na+].CC(OC(OC(OC(C)(C)C)=O)=O)(C)C.[N:53]1([C:59]([O:61][C:62]2[CH:67]=[CH:66][CH:65]=[C:64](B3OC(C)(C)C(C)(C)O3)[CH:63]=2)=[O:60])[CH2:58][CH2:57][O:56][CH2:55][CH2:54]1. The catalyst is CCO.O.Cl[Pd](Cl)([P](C1C=CC=CC=1)(C1C=CC=CC=1)C1C=CC=CC=1)[P](C1C=CC=CC=1)(C1C=CC=CC=1)C1C=CC=CC=1. The product is [N:53]1([C:59]([O:61][C:62]2[CH:63]=[CH:64][CH:65]=[C:66]([C:27]3[N:26]=[C:25]([NH:8][C:9]4[CH:10]=[C:11]5[C:15](=[CH:16][CH:17]=4)[NH:14][N:13]=[CH:12]5)[CH:30]=[CH:29][N:28]=3)[CH:67]=2)=[O:60])[CH2:54][CH2:55][O:56][CH2:57][CH2:58]1. The yield is 0.530. (3) The reactants are [CH3:1][C@H:2]1[C@H:7]([CH3:8])[N:6](C)[CH2:5][CH2:4][N:3]1[C:10](OCC1C=CC=CC=1)=O. The catalyst is CO. The product is [CH3:10][N:3]1[CH2:4][CH2:5][NH:6][C@@H:7]([CH3:8])[C@@H:2]1[CH3:1]. The yield is 1.00. (4) The reactants are [OH-].[Na+].C[O:4][C:5]([C:7]([CH3:49])([CH3:48])[CH2:8][O:9][C:10]([N:12]1[C:25]2[C:17](=[CH:18][C:19]3[CH2:20][CH2:21][CH2:22][C:23]=3[CH:24]=2)[C@@H:16]([N:26]([CH2:33][C:34]2[CH:39]=[C:38]([C:40]([F:43])([F:42])[F:41])[CH:37]=[C:36]([C:44]([F:47])([F:46])[F:45])[CH:35]=2)[C:27]2[N:28]=[N:29][N:30]([CH3:32])[N:31]=2)[CH2:15][CH2:14][CH2:13]1)=[O:11])=[O:6].Cl.C(OCC)(=O)C. The catalyst is CO.O. The product is [C:5]([C:7]([CH3:49])([CH3:48])[CH2:8][O:9][C:10]([N:12]1[C:25]2[C:17](=[CH:18][C:19]3[CH2:20][CH2:21][CH2:22][C:23]=3[CH:24]=2)[C@@H:16]([N:26]([CH2:33][C:34]2[CH:35]=[C:36]([C:44]([F:47])([F:45])[F:46])[CH:37]=[C:38]([C:40]([F:42])([F:43])[F:41])[CH:39]=2)[C:27]2[N:28]=[N:29][N:30]([CH3:32])[N:31]=2)[CH2:15][CH2:14][CH2:13]1)=[O:11])([OH:6])=[O:4]. The yield is 0.730.